This data is from Reaction yield outcomes from USPTO patents with 853,638 reactions. The task is: Predict the reaction yield, written as a fraction of the theoretical maximum amount of product (1.0 means a 100% yield; for example, 0.34 means a 34% yield). (1) The reactants are [Cl:1][C:2]1[N:7]=[C:6](Cl)[C:5]([CH:9]([CH2:14][CH2:15][CH3:16])[C:10]([O:12][CH3:13])=[O:11])=[C:4]([CH3:17])[N:3]=1.B(O)(O)[C:19]1[CH:20]=[CH:21][C:22]([CH3:25])=[CH:23][CH:24]=1.C(N(C(C)C)CC)(C)C. The catalyst is C1C=CC([P]([Pd]([P](C2C=CC=CC=2)(C2C=CC=CC=2)C2C=CC=CC=2)([P](C2C=CC=CC=2)(C2C=CC=CC=2)C2C=CC=CC=2)[P](C2C=CC=CC=2)(C2C=CC=CC=2)C2C=CC=CC=2)(C2C=CC=CC=2)C2C=CC=CC=2)=CC=1.COCCOC.O. The product is [Cl:1][C:2]1[N:3]=[C:4]([CH3:17])[C:5]([CH:9]([CH2:14][CH2:15][CH3:16])[C:10]([O:12][CH3:13])=[O:11])=[C:6]([C:19]2[CH:20]=[CH:21][C:22]([CH3:25])=[CH:23][CH:24]=2)[N:7]=1. The yield is 0.270. (2) The reactants are [NH3:1].[CH3:2][N:3]([CH:11]1[CH2:16][CH2:15][CH:14]([O:17][C:18]2[C:29]3[C:28]4[C@@H:27]([CH2:30][CH:31]=O)[CH2:26][CH2:25][C:24]=4[S:23][C:22]=3[N:21]=[CH:20][N:19]=2)[CH2:13][CH2:12]1)[C:4](=[O:10])[O:5][C:6]([CH3:9])([CH3:8])[CH3:7].[C-:33]#[N:34].[Na+].[NH4+].[Cl-]. The catalyst is CO. The product is [NH2:1][CH:31]([C:33]#[N:34])[CH2:30][C@H:27]1[CH2:26][CH2:25][C:24]2[S:23][C:22]3[N:21]=[CH:20][N:19]=[C:18]([O:17][CH:14]4[CH2:15][CH2:16][CH:11]([N:3]([CH3:2])[C:4](=[O:10])[O:5][C:6]([CH3:9])([CH3:7])[CH3:8])[CH2:12][CH2:13]4)[C:29]=3[C:28]1=2. The yield is 0.810. (3) The reactants are O[CH2:2][CH2:3][CH2:4][C:5]1[CH:12]=[CH:11][C:8]([C:9]#[N:10])=[CH:7][CH:6]=1.C1(P(C2C=CC=CC=2)C2C=CC=CC=2)C=CC=CC=1.C(Br)(Br)(Br)[Br:33]. The catalyst is C(Cl)Cl. The product is [Br:33][CH2:2][CH2:3][CH2:4][C:5]1[CH:12]=[CH:11][C:8]([C:9]#[N:10])=[CH:7][CH:6]=1. The yield is 0.690. (4) The reactants are [C:1]([C@H:4]([N:9]([CH2:20][C:21]1[CH:32]=[CH:31][C:24]([CH2:25]OS(C)(=O)=O)=[CH:23][CH:22]=1)[S:10]([C:13]1[CH:18]=[CH:17][C:16]([Cl:19])=[CH:15][CH:14]=1)(=[O:12])=[O:11])[CH2:5][CH:6]([CH3:8])[CH3:7])(=[O:3])[NH2:2].C[CH2:34][N:35](CC)[CH2:36]C.CNC. The catalyst is C(Cl)Cl. The product is [Cl:19][C:16]1[CH:15]=[CH:14][C:13]([S:10]([N:9]([C@H:4]([CH2:5][CH:6]([CH3:7])[CH3:8])[C:1]([NH2:2])=[O:3])[CH2:20][C:21]2[CH:22]=[CH:23][C:24]([CH2:25][N:35]([CH3:36])[CH3:34])=[CH:31][CH:32]=2)(=[O:12])=[O:11])=[CH:18][CH:17]=1. The yield is 0.710. (5) The reactants are C(OC([NH:8][C@H:9]([C:11]([NH:13][CH:14]1[N:20]=[C:19]([C:21]2[CH:26]=[CH:25][CH:24]=[CH:23][CH:22]=2)[C:18]2[CH:27]=[CH:28][CH:29]=[CH:30][C:17]=2[N:16]([CH2:31][CH2:32][CH2:33][C:34]([F:37])([F:36])[F:35])[C:15]1=[O:38])=[O:12])[CH3:10])=O)(C)(C)C.C(O)(C(F)(F)F)=O.C(Cl)Cl. No catalyst specified. The product is [NH2:8][C@H:9]([C:11]([NH:13][CH:14]1[N:20]=[C:19]([C:21]2[CH:26]=[CH:25][CH:24]=[CH:23][CH:22]=2)[C:18]2[CH:27]=[CH:28][CH:29]=[CH:30][C:17]=2[N:16]([CH2:31][CH2:32][CH2:33][C:34]([F:37])([F:35])[F:36])[C:15]1=[O:38])=[O:12])[CH3:10]. The yield is 0.680. (6) The reactants are [CH3:1][CH:2]([CH:9]1[C:25]2([CH3:26])[CH:12]([CH:13]3[CH:22]([CH2:23][CH2:24]2)[C:21]2([CH3:27])[C:16]([CH2:17][CH:18]([O:28][C:29](=[O:69])[NH:30][CH2:31][CH2:32][CH2:33][CH2:34][CH2:35][C:36]([N:38]4[CH2:42][CH:41]([OH:43])[CH:40]([CH:44]([C:63]5[CH:68]=[CH:67][CH:66]=[CH:65][CH:64]=5)[O:45][CH:46]([C:55]5[CH:60]=[CH:59][C:58]([O:61][CH3:62])=[CH:57][CH:56]=5)[C:47]5[CH:52]=[CH:51][C:50]([O:53][CH3:54])=[CH:49][CH:48]=5)[CH2:39]4)=[O:37])[CH2:19][CH2:20]2)=[CH:15][CH2:14]3)[CH2:11][CH2:10]1)[CH2:3][CH2:4][CH2:5][CH:6]([CH3:8])[CH3:7].[C:70]1(=[O:76])[O:75][C:73](=[O:74])[CH2:72][CH2:71]1.C(N(CC)CC)C. The product is [CH3:54][O:53][C:50]1[CH:51]=[CH:52][C:47]([CH:46]([C:55]2[CH:56]=[CH:57][C:58]([O:61][CH3:62])=[CH:59][CH:60]=2)[O:45][CH:44]([C:63]2[CH:68]=[CH:67][CH:66]=[CH:65][CH:64]=2)[CH:40]2[CH2:39][N:38]([C:36](=[O:37])[CH2:35][CH2:34][CH2:33][CH2:32][CH2:31][NH:30][C:29]([O:28][CH:18]3[CH2:17][C:16]4[C:21]([CH3:27])([CH:22]5[CH:13]([CH2:14][CH:15]=4)[CH:12]4[C:25]([CH3:26])([CH:9]([CH:2]([CH3:1])[CH2:3][CH2:4][CH2:5][CH:6]([CH3:7])[CH3:8])[CH2:10][CH2:11]4)[CH2:24][CH2:23]5)[CH2:20][CH2:19]3)=[O:69])[CH2:42][CH:41]2[O:43][C:70](=[O:76])[CH2:71][CH2:72][C:73]([OH:75])=[O:74])=[CH:48][CH:49]=1. The catalyst is CN(C1C=CN=CC=1)C.ClCCl. The yield is 0.910.